This data is from Forward reaction prediction with 1.9M reactions from USPTO patents (1976-2016). The task is: Predict the product of the given reaction. Given the reactants [F:1][C:2]1[CH:3]=[N:4][C:5]([Cl:8])=[N:6][CH:7]=1.[C:9](OOC(=O)C1C=CC=CC=1)(=[O:16])C1C=CC=CC=1.FC(F)(F)C(O)=O, predict the reaction product. The product is: [Cl:8][C:5]1[N:6]=[C:7]([CH2:9][OH:16])[C:2]([F:1])=[CH:3][N:4]=1.